From a dataset of Full USPTO retrosynthesis dataset with 1.9M reactions from patents (1976-2016). Predict the reactants needed to synthesize the given product. (1) Given the product [CH3:17][O:16]/[C:14](/[O:15][Si:3]([CH3:5])([CH3:4])[CH3:2])=[CH:13]/[O:12][CH3:11], predict the reactants needed to synthesize it. The reactants are: [Li+].[CH3:2][Si:3]([N-][Si:3]([CH3:5])([CH3:4])[CH3:2])([CH3:5])[CH3:4].[CH3:11][O:12][CH2:13][C:14]([O:16][CH3:17])=[O:15].C[Si](Cl)(C)C. (2) Given the product [C:1]([NH:4][C:5]1[CH:13]=[CH:12][C:8]([C:9]([NH:24][C:23]2[CH:25]=[CH:26][C:27]([O:28][CH2:29][C:30]([NH2:32])([CH3:35])[CH3:31])=[C:21]([C:16]3[N:17]([CH3:20])[N:18]=[CH:19][C:15]=3[Br:14])[CH:22]=2)=[O:10])=[CH:7][CH:6]=1)(=[O:3])[CH3:2], predict the reactants needed to synthesize it. The reactants are: [C:1]([NH:4][C:5]1[CH:13]=[CH:12][C:8]([C:9](Cl)=[O:10])=[CH:7][CH:6]=1)(=[O:3])[CH3:2].[Br:14][C:15]1[CH:19]=[N:18][N:17]([CH3:20])[C:16]=1[C:21]1[CH:22]=[C:23]([CH:25]=[CH:26][C:27]=1[O:28][CH2:29][C:30]([CH3:35])([N+:32]([O-])=O)[CH3:31])[NH2:24].C(N(CC)C(C)C)(C)C. (3) The reactants are: C(OC(N(C)[C@@H](C)C(N[C@@H](C(C)(C)C)C(N1[C@H](C(=O)N[C@H]2C3C(=CC=CC=3)CCC2)CC2C(=CC(C(O)=O)=CC=2)C1)=O)=O)=O)(C)(C)C.[C:48]([O:52][C:53]([N:55]([CH3:132])[C@@H:56]([CH3:131])[C:57]([NH:59][C@@H:60]([C:127]([CH3:130])([CH3:129])[CH3:128])[C:61]([N:63]1[C@H:72]([C:73]([NH:75][C@@H:76]([CH2:81][C:82]2[CH:87]=[CH:86][CH:85]=[CH:84][CH:83]=2)[C:77]([O:79]C)=[O:78])=[O:74])[CH2:71][C:70]2[C:65](=[CH:66][C:67]([C@H:88]3[CH2:92][C@@H:91]([C:93](=[O:105])[NH:94][C@H:95]4[C:104]5[C:99](=[CH:100][CH:101]=[CH:102][CH:103]=5)[CH2:98][CH2:97][CH2:96]4)[N:90]([C:106](=[O:126])[C@@H:107]([NH:112][C:113](=[O:125])[C@@H:114]([N:116]([C:118]([O:120][C:121]([CH3:124])([CH3:123])[CH3:122])=[O:119])[CH3:117])[CH3:115])[C:108]([CH3:111])([CH3:110])[CH3:109])[CH2:89]3)=[CH:68][CH:69]=2)[CH2:64]1)=[O:62])=[O:58])=[O:54])([CH3:51])([CH3:50])[CH3:49]. Given the product [C:48]([O:52][C:53]([N:55]([CH3:132])[C@@H:56]([CH3:131])[C:57]([NH:59][C@@H:60]([C:127]([CH3:130])([CH3:129])[CH3:128])[C:61]([N:63]1[C@H:72]([C:73]([NH:75][C@@H:76]([CH2:81][C:82]2[CH:87]=[CH:86][CH:85]=[CH:84][CH:83]=2)[C:77]([OH:79])=[O:78])=[O:74])[CH2:71][C:70]2[C:65](=[CH:66][C:67]([C@H:88]3[CH2:92][C@@H:91]([C:93](=[O:105])[NH:94][C@H:95]4[C:104]5[C:99](=[CH:100][CH:101]=[CH:102][CH:103]=5)[CH2:98][CH2:97][CH2:96]4)[N:90]([C:106](=[O:126])[C@@H:107]([NH:112][C:113](=[O:125])[C@@H:114]([N:116]([C:118]([O:120][C:121]([CH3:124])([CH3:123])[CH3:122])=[O:119])[CH3:117])[CH3:115])[C:108]([CH3:109])([CH3:111])[CH3:110])[CH2:89]3)=[CH:68][CH:69]=2)[CH2:64]1)=[O:62])=[O:58])=[O:54])([CH3:49])([CH3:50])[CH3:51], predict the reactants needed to synthesize it. (4) Given the product [C:15]([SiH2:14][O:13][C:12]([CH3:20])([CH3:19])[C:9]1[CH:8]=[CH:7][C:6]([CH2:5][CH:4]([S:21][CH2:22][CH2:23][C:24]2[CH:25]=[CH:26][C:27]([F:30])=[CH:28][CH:29]=2)[C:3]([OH:31])=[O:2])=[CH:11][CH:10]=1)([CH3:18])([CH3:16])[CH3:17], predict the reactants needed to synthesize it. The reactants are: C[O:2][C:3](=[O:31])[CH:4]([S:21][CH2:22][CH2:23][C:24]1[CH:29]=[CH:28][C:27]([F:30])=[CH:26][CH:25]=1)[CH2:5][C:6]1[CH:11]=[CH:10][C:9]([C:12]([CH3:20])([CH3:19])[O:13][SiH2:14][C:15]([CH3:18])([CH3:17])[CH3:16])=[CH:8][CH:7]=1.O.[OH-].[Na+]. (5) The reactants are: [F:1][C:2]1[CH:3]=[C:4]([C@@:15]([C:24]2[CH:29]=[CH:28][C:27]([F:30])=[CH:26][CH:25]=2)([NH2:23])[CH2:16][C:17]2[CH:22]=[CH:21][CH:20]=[CH:19][CH:18]=2)[CH:5]=[C:6]([O:8][C:9]([F:14])([F:13])[CH:10]([F:12])[F:11])[CH:7]=1.N[C:32](=[O:57])[CH:33]([NH:39][C:40](=[O:56])[O:41][CH2:42][CH:43]1[C:55]2[CH:54]=[CH:53][CH:52]=[CH:51][C:50]=2[C:49]2[C:44]1=[CH:45][CH:46]=[CH:47][CH:48]=2)[CH2:34][C:35]([F:38])([F:37])[F:36].C1CN([P+](Br)(N2CCCC2)N2CCCC2)CC1.F[P-](F)(F)(F)(F)F.CCN(C(C)C)C(C)C. Given the product [F:36][C:35]([F:37])([F:38])[CH2:34][CH:33]([NH:39][C:40](=[O:56])[O:41][CH2:42][CH:43]1[C:44]2[CH:45]=[CH:46][CH:47]=[CH:48][C:49]=2[C:50]2[C:55]1=[CH:54][CH:53]=[CH:52][CH:51]=2)[C:32]([NH:23][C@@:15]([C:4]1[CH:5]=[C:6]([O:8][C:9]([F:14])([F:13])[CH:10]([F:12])[F:11])[CH:7]=[C:2]([F:1])[CH:3]=1)([C:24]1[CH:29]=[CH:28][C:27]([F:30])=[CH:26][CH:25]=1)[CH2:16][C:17]1[CH:22]=[CH:21][CH:20]=[CH:19][CH:18]=1)=[O:57], predict the reactants needed to synthesize it. (6) Given the product [NH2:37][C:2]([CH3:36])([CH3:1])[C:3]([NH:5][C@H:6]([CH2:27][CH2:28][O:29][C:30]1[CH:31]=[CH:32][CH:33]=[CH:34][CH:35]=1)[C:7]([N:9]1[CH2:26][CH2:25][CH2:24][C@:11]2([C:15](=[O:16])[N:14]([CH3:17])[CH2:13][C@H:12]2[C:18]2[CH:19]=[CH:20][CH:21]=[CH:22][CH:23]=2)[CH2:10]1)=[O:8])=[O:4], predict the reactants needed to synthesize it. The reactants are: [CH3:1][C:2]([NH:37]C(=O)OC(C)(C)C)([CH3:36])[C:3]([NH:5][C@H:6]([CH2:27][CH2:28][O:29][C:30]1[CH:35]=[CH:34][CH:33]=[CH:32][CH:31]=1)[C:7]([N:9]1[CH2:26][CH2:25][CH2:24][C@:11]2([C:15](=[O:16])[N:14]([CH3:17])[CH2:13][C@H:12]2[C:18]2[CH:23]=[CH:22][CH:21]=[CH:20][CH:19]=2)[CH2:10]1)=[O:8])=[O:4].C(O)(C(F)(F)F)=O. (7) Given the product [N:22]1[C:23]2[C:28](=[N:27][CH:26]=[CH:25][CH:24]=2)[CH:29]=[CH:30][C:21]=1[NH:2][C@H:3]1[CH2:6][C@H:5]([N:7]2[C:11]3=[N:12][CH:13]=[CH:14][N:15]=[C:10]3[N:9]([CH:16]3[CH2:17][CH2:18]3)[C:8]2=[O:19])[CH2:4]1, predict the reactants needed to synthesize it. The reactants are: Cl.[NH2:2][C@H:3]1[CH2:6][C@H:5]([N:7]2[C:11]3=[N:12][CH:13]=[CH:14][N:15]=[C:10]3[N:9]([CH:16]3[CH2:18][CH2:17]3)[C:8]2=[O:19])[CH2:4]1.Cl[C:21]1[CH:30]=[CH:29][C:28]2[C:23](=[CH:24][CH:25]=[CH:26][N:27]=2)[N:22]=1.C(N(CC)C(C)C)(C)C. (8) Given the product [Cl:18][C:4]1[CH:3]=[C:2]([N:19]2[CH2:24][CH2:23][CH:22]([CH2:25][OH:26])[CH2:21][CH2:20]2)[C:7]([C:8]([O:10][CH2:11][C:12]2[CH:17]=[CH:16][CH:15]=[CH:14][CH:13]=2)=[O:9])=[CH:6][N:5]=1, predict the reactants needed to synthesize it. The reactants are: Cl[C:2]1[C:7]([C:8]([O:10][CH2:11][C:12]2[CH:17]=[CH:16][CH:15]=[CH:14][CH:13]=2)=[O:9])=[CH:6][N:5]=[C:4]([Cl:18])[CH:3]=1.[NH:19]1[CH2:24][CH2:23][CH:22]([CH2:25][OH:26])[CH2:21][CH2:20]1.C(=O)([O-])[O-].[K+].[K+].CN(C=O)C. (9) Given the product [C:1]([O:5][C:6]([NH:8][CH2:9][C:10]1[CH:11]=[CH:12][C:13]([N:16]2[C:22]3[CH:23]=[CH:24][CH:25]=[CH:26][C:21]=3[N:20]([CH2:27][C:28]([O:30][CH3:31])=[O:29])[C:19](=[O:32])[CH:18]([CH2:37][C:38]([O:40][CH2:41][C:42]3[CH:47]=[CH:46][CH:45]=[CH:44][CH:43]=3)=[O:39])[C:17]2=[O:33])=[CH:14][CH:15]=1)=[O:7])([CH3:4])([CH3:2])[CH3:3], predict the reactants needed to synthesize it. The reactants are: [C:1]([O:5][C:6]([NH:8][CH2:9][C:10]1[CH:15]=[CH:14][C:13]([N:16]2[C:22]3[CH:23]=[CH:24][CH:25]=[CH:26][C:21]=3[N:20]([CH2:27][C:28]([O:30][CH3:31])=[O:29])[C:19](=[O:32])[CH2:18][C:17]2=[O:33])=[CH:12][CH:11]=1)=[O:7])([CH3:4])([CH3:3])[CH3:2].[H-].[Na+].Br[CH2:37][C:38]([O:40][CH2:41][C:42]1[CH:47]=[CH:46][CH:45]=[CH:44][CH:43]=1)=[O:39].